Dataset: Experimentally validated miRNA-target interactions with 360,000+ pairs, plus equal number of negative samples. Task: Binary Classification. Given a miRNA mature sequence and a target amino acid sequence, predict their likelihood of interaction. (1) The miRNA is mmu-miR-191-5p with sequence CAACGGAAUCCCAAAAGCAGCUG. The protein sequence of the target gene is MEVRGSFLAACRRRMATWRKNRDKDGFSNPGYRVRQKDLGMIHKAAIAGDVNKVMESILLRLNDLNDRDKKNRTALLLACAHGRPGVVADLVARKCQLNLTDSENRTALIKAVQCQEEVCASILLEHGANPNVRDMYGNTALHYAIDNENISMARKLLAYGADIEARSQDGHTSLLLAVNRKKEQMVAFLLKKKPDLTAIDNFGRTALILAARNGSTSVVYQLLQHNIDVFCQDISGWTAEDYAVASKFQAIRGMISEYKANKRCKSLQNSNSEQDLEMTSEGEQERLEGCESSQPQVEE.... Result: 0 (no interaction). (2) The miRNA is hsa-miR-4712-3p with sequence AAUGAGAGACCUGUACUGUAU. The protein sequence of the target gene is MDARRKHWKENMFTPFFSAQDVLEETSEPESSSEQTTADSSKGMEEIYNLSSRKFQEESKFKRKKYIFQLNEIEQEQNLRENKRNISKNETDTNSASYESSNVDVTTEESFNSTEDNSTCSTDNLPALLRQDIRKKFMERMSPKLCLNLLNEELEELNMKYRKIEEEFENAEKELLHYKKEIFTKPLNFQETETDASKSDYELQALRNDLSEKATNVKNLSEQLQQAKEVIHKLNLENRNLKEAVRKLKHQTEVGNVLLKEEMKSYYELEMAKIRGELSVIKNELRTEKTLQARNNRALE.... Result: 1 (interaction). (3) The miRNA is hsa-miR-345-3p with sequence GCCCUGAACGAGGGGUCUGGAG. The protein sequence of the target gene is MSPWQPLLLVLLALGYSFAAPHQRQPTYVVFPRDLKTSNLTDTQLAEDYLYRYGYTRAAQMMGEKQSLRPALLMLQKQLSLPQTGELDSETLKAIRSPRCGVPDVGKFQTFDGDLKWHHHNITYWIQSYTEDLPRDVIDDSFARAFAVWSAVTPLTFTRVYGLEADIVIQFGVAEHGDGYPFDGKDGLLAHAFPPGPGIQGDAHFDDDELWSLGKGAVVPTYFGNANGAPCHFPFTFEGRSYLSCTTDGRNDGKPWCGTTADYDTDRKYGFCPSENLYTEHGNGDGKPCVFPFIFEGHSY.... Result: 0 (no interaction). (4) The miRNA is hsa-miR-107 with sequence AGCAGCAUUGUACAGGGCUAUCA. The protein sequence of the target gene is MLMRKVPGFVPASPWGLRLPQKFLFLLFLSGLVTLCFGALFLLPHSSRLKRLFLAPRTQQPGLEVVAEIAGHAPAREQEPPPNPAPAAPAPGEDDPSSWASPRRRKGGLRRTRPTGPREEATAARGNSIPASRPGDEGVPFRFDFNAFRSRLRHPVLGTRADESQEPQSQVRAQREKIKEMMQFAWQSYKRYAMGKNELRPLTKDGYEGNMFGGLSGATVIDSLDTLYLMELKEEFQEAKAWVGESFHLNVSGEASLFEVNIRYIGGLLSAFYLTGEEVFRIKAIRLGEKLLPAFNTPTG.... Result: 0 (no interaction).